This data is from Reaction yield outcomes from USPTO patents with 853,638 reactions. The task is: Predict the reaction yield, written as a fraction of the theoretical maximum amount of product (1.0 means a 100% yield; for example, 0.34 means a 34% yield). The reactants are [Cl:1][C:2]1[CH:10]=[C:6]([C:7]([OH:9])=O)[C:5]([OH:11])=[CH:4][CH:3]=1.[NH2:12][C:13]1[S:14][CH:15]=[C:16]([C:18]2[CH:23]=[C:22]([F:24])[CH:21]=[CH:20][C:19]=2[F:25])[N:17]=1. No catalyst specified. The product is [Cl:1][C:2]1[CH:3]=[CH:4][C:5]([OH:11])=[C:6]([CH:10]=1)[C:7]([NH:12][C:13]1[S:14][CH:15]=[C:16]([C:18]2[CH:23]=[C:22]([F:24])[CH:21]=[CH:20][C:19]=2[F:25])[N:17]=1)=[O:9]. The yield is 0.365.